Dataset: Forward reaction prediction with 1.9M reactions from USPTO patents (1976-2016). Task: Predict the product of the given reaction. (1) Given the reactants [C:1]([C:3]1[N:4](C(OC(C)(C)C)=O)[C:5]([C:8]2[CH:9]=[C:10]3[C:14](=[C:15]([F:17])[CH:16]=2)[NH:13][C:12](=[O:18])[C:11]3([CH3:20])[CH3:19])=[CH:6][CH:7]=1)#[N:2], predict the reaction product. The product is: [F:17][C:15]1[CH:16]=[C:8]([C:5]2[NH:4][C:3]([C:1]#[N:2])=[CH:7][CH:6]=2)[CH:9]=[C:10]2[C:14]=1[NH:13][C:12](=[O:18])[C:11]2([CH3:20])[CH3:19]. (2) Given the reactants [CH2:1]=[O:2].[ClH:3].[C:4]([N:8]1[C:12](OC)=[CH:11][C:10]([C:15]([F:18])([F:17])[F:16])=[N:9]1)([CH3:7])([CH3:6])[CH3:5].O.[C:20](O)(=O)C, predict the reaction product. The product is: [C:4]([N:8]1[C:1]([O:2][CH3:20])=[C:11]([CH2:12][Cl:3])[C:10]([C:15]([F:16])([F:17])[F:18])=[N:9]1)([CH3:5])([CH3:6])[CH3:7]. (3) The product is: [CH:1]1([N:6]2[CH2:12][C:11]([F:13])([F:14])[C:10](=[O:15])[N:9]([CH3:16])[C:8]3[CH:17]=[N:18][C:19]([NH:21][C:22]4[CH:30]=[CH:29][C:25]([C:26]([NH:35][CH3:39])=[O:28])=[CH:24][C:23]=4[O:31][CH2:32][CH3:33])=[N:20][C:7]2=3)[CH2:2][CH2:3][CH2:4][CH2:5]1. Given the reactants [CH:1]1([N:6]2[CH2:12][C:11]([F:14])([F:13])[C:10](=[O:15])[N:9]([CH3:16])[C:8]3[CH:17]=[N:18][C:19]([NH:21][C:22]4[CH:30]=[CH:29][C:25]([C:26]([OH:28])=O)=[CH:24][C:23]=4[O:31][CH2:32][CH3:33])=[N:20][C:7]2=3)[CH2:5][CH2:4][CH2:3][CH2:2]1.O[N:35]1[C:39]2C=CC=CC=2N=N1.F[P-](F)(F)(F)(F)F.CN(C(N(C)C)=[N+]1C2C=CC=CC=2[N+]([O-])=N1)C.C(N(C(C)C)CC)(C)C.Cl.CN, predict the reaction product. (4) The product is: [OH:8][C:6]1[CH:7]=[C:2]2[C:3]([C:9](=[O:18])[C:10]([C:11]3[CH:16]=[CH:15][C:14]([OH:17])=[CH:13][CH:12]=3)=[C:19]([C:20]3[CH:25]=[CH:24][CH:23]=[CH:22][CH:21]=3)[O:1]2)=[CH:4][CH:5]=1. Given the reactants [OH:1][C:2]1[CH:7]=[C:6]([OH:8])[CH:5]=[CH:4][C:3]=1[C:9](=[O:18])[CH2:10][C:11]1[CH:16]=[CH:15][C:14]([OH:17])=[CH:13][CH:12]=1.[C:19](O[C:19](=O)[C:20]1[CH:25]=[CH:24][CH:23]=[CH:22][CH:21]=1)(=O)[C:20]1[CH:25]=[CH:24][CH:23]=[CH:22][CH:21]=1.O.Cl, predict the reaction product. (5) Given the reactants [C:1]([O:6][CH2:7][C:8]1[CH:13]=[CH:12][CH:11]=[CH:10][CH:9]=1)(=[O:5])[C:2]([CH3:4])=[CH2:3].[C:14]([OH:19])(=[O:18])[C:15]([CH3:17])=[CH2:16].[C:20]([O:25][CH3:26])(=[O:24])[C:21]([CH3:23])=[CH2:22], predict the reaction product. The product is: [C:1]([O:6][CH2:7][C:8]1[CH:9]=[CH:10][CH:11]=[CH:12][CH:13]=1)(=[O:5])[C:2]([CH3:4])=[CH2:3].[C:14]([OH:19])(=[O:18])[C:15]([CH3:17])=[CH2:16].[C:20]([O:25][CH3:26])(=[O:24])[C:21]([CH3:23])=[CH2:22]. (6) Given the reactants [CH3:1][O:2][C:3]([C:5]1[N:6]=[CH:7][NH:8][CH:9]=1)=[O:4].[H-].[Na+].[Cl:12][C:13]1[CH:18]=[CH:17][C:16]([C@@H:19]2[C@:21]3([C:29]4[C:24](=[CH:25][CH:26]=[CH:27][CH:28]=4)[N:23]([CH2:30][C:31]4C=CN=CC=4)[C:22]3=[O:37])[CH2:20]2)=[CH:15][CH:14]=1.BrCCN1C2C(=CC=CC=2)[C@@]2(C[C@@H]2C2C=CC(Cl)=CC=2)C1=O, predict the reaction product. The product is: [CH3:1][O:2][C:3]([C:5]1[N:6]=[CH:7][N:8]([CH2:31][CH2:30][N:23]2[C:24]3[C:29](=[CH:28][CH:27]=[CH:26][CH:25]=3)[C@:21]3([CH2:20][C@H:19]3[C:16]3[CH:15]=[CH:14][C:13]([Cl:12])=[CH:18][CH:17]=3)[C:22]2=[O:37])[CH:9]=1)=[O:4]. (7) Given the reactants [CH:1]([CH:4]1[CH2:9][CH2:8][CH:7]([O:10][C:11]2[CH:12]=[C:13]3[C:18](=[CH:19][CH:20]=2)[CH:17]=[C:16]([CH2:21][N:22]2[CH2:27][CH2:26][CH:25]([C:28]([O:30]CC)=[O:29])[CH2:24][CH2:23]2)[CH:15]=[CH:14]3)[CH2:6][CH2:5]1)([CH3:3])[CH3:2].[OH-].[Na+], predict the reaction product. The product is: [CH:1]([CH:4]1[CH2:5][CH2:6][CH:7]([O:10][C:11]2[CH:12]=[C:13]3[C:18](=[CH:19][CH:20]=2)[CH:17]=[C:16]([CH2:21][N:22]2[CH2:23][CH2:24][CH:25]([C:28]([OH:30])=[O:29])[CH2:26][CH2:27]2)[CH:15]=[CH:14]3)[CH2:8][CH2:9]1)([CH3:3])[CH3:2]. (8) Given the reactants [Br:1][C:2]1[C:3]([CH2:11]Br)=[CH:4][C:5]([F:10])=[C:6]([CH:9]=1)[C:7]#[N:8].[Cl:13][C:14]1[CH:15]=[C:16]([OH:21])[CH:17]=[CH:18][C:19]=1[Cl:20].C(=O)([O-])[O-].[K+].[K+], predict the reaction product. The product is: [Br:1][C:2]1[C:3]([CH2:11][O:21][C:16]2[CH:17]=[CH:18][C:19]([Cl:20])=[C:14]([Cl:13])[CH:15]=2)=[CH:4][C:5]([F:10])=[C:6]([CH:9]=1)[C:7]#[N:8].